From a dataset of Catalyst prediction with 721,799 reactions and 888 catalyst types from USPTO. Predict which catalyst facilitates the given reaction. (1) Reactant: [CH2:1]([O:8][C:9]1[CH:10]=[C:11](Br)[C:12]2[N:13]([N:15]=[CH:16][CH:17]=2)[CH:14]=1)[C:2]1[CH:7]=[CH:6][CH:5]=[CH:4][CH:3]=1.[C:19](=[O:26])([O:21][C:22]([CH3:25])([CH3:24])[CH3:23])[NH2:20].CC1(C)C2C(=C(P(C3C=CC=CC=3)C3C=CC=CC=3)C=CC=2)OC2C(P(C3C=CC=CC=3)C3C=CC=CC=3)=CC=CC1=2.C(=O)([O-])[O-].[Cs+].[Cs+]. Product: [CH2:1]([O:8][C:9]1[CH:10]=[C:11]([NH:20][C:19](=[O:26])[O:21][C:22]([CH3:25])([CH3:24])[CH3:23])[C:12]2[N:13]([N:15]=[CH:16][CH:17]=2)[CH:14]=1)[C:2]1[CH:7]=[CH:6][CH:5]=[CH:4][CH:3]=1. The catalyst class is: 62. (2) Reactant: [C:1]([CH2:4][CH2:5][CH2:6][N:7]([CH3:63])[C@H:8]([C:12]([NH:14][C@H:15]([C:19]([N:21]([C@@H:23]([C@@H:59]([CH3:62])[CH2:60][CH3:61])[C@H:24]([O:57][CH3:58])[CH2:25][C:26]([N:28]1[CH2:32][CH2:31][CH2:30][C@H:29]1[C@H:33]([O:55][CH3:56])[C@@H:34]([CH3:54])[C:35]([NH:37][C@@H:38]([CH2:47][C:48]1[CH:53]=[CH:52][CH:51]=[CH:50][CH:49]=1)[C:39]([N:41]1[CH2:46][CH2:45][CH2:44][CH2:43][O:42]1)=[O:40])=[O:36])=[O:27])[CH3:22])=[O:20])[CH:16]([CH3:18])[CH3:17])=[O:13])[CH:9]([CH3:11])[CH3:10])(O)=[O:2].F[P-](F)(F)(F)(F)F.N1(OC(N(C)C)=[N+](C)C)C2N=CC=C[C:74]=2N=N1.C(N(CC)C(C)C)(C)C.FC(F)(F)C(O)=O.[O:104]=[C:105]1[CH:109]=[CH:108][C:107](=[O:110])[N:106]1[CH2:111][CH2:112][CH2:113][CH2:114][CH2:115][C:116]([N:118](C)[NH2:119])=[O:117]. Product: [O:104]=[C:105]1[CH:109]=[CH:108][C:107](=[O:110])[N:106]1[CH2:111][CH2:112][CH2:113][CH2:114][CH2:115][C:116]([NH:118][N:119]([C:1](=[O:2])[CH2:4][CH2:5][CH2:6][N:7]([CH3:63])[C@H:8]([C:12]([NH:14][C@H:15]([C:19]([N:21]([C@@H:23]([C@@H:59]([CH3:62])[CH2:60][CH3:61])[C@H:24]([O:57][CH3:58])[CH2:25][C:26]([N:28]1[CH2:32][CH2:31][CH2:30][C@H:29]1[C@H:33]([O:55][CH3:56])[C@@H:34]([CH3:54])[C:35]([NH:37][C@@H:38]([CH2:47][C:48]1[CH:53]=[CH:52][CH:51]=[CH:50][CH:49]=1)[C:39]([N:41]1[CH2:46][CH2:45][CH2:44][CH2:43][O:42]1)=[O:40])=[O:36])=[O:27])[CH3:22])=[O:20])[CH:16]([CH3:18])[CH3:17])=[O:13])[CH:9]([CH3:11])[CH3:10])[CH3:74])=[O:117]. The catalyst class is: 3.